Task: Predict the reactants needed to synthesize the given product.. Dataset: Full USPTO retrosynthesis dataset with 1.9M reactions from patents (1976-2016) (1) Given the product [CH3:1][O:2][C:3]([NH:5][C@H:6]([C:20]([NH:22][CH2:23][C:24]([F:51])([F:52])[CH2:25][CH2:26][C@@H:27]([C:48]([NH2:54])=[O:49])[N:28]([S:36]([C:39]1[CH:47]=[CH:46][C:42]2[N:43]=[CH:44][S:45][C:41]=2[CH:40]=1)(=[O:37])=[O:38])[CH2:29][CH:30]1[CH2:31][C:32]([F:35])([F:34])[CH2:33]1)=[O:21])[CH:7]([C:8]1[CH:9]=[CH:10][CH:11]=[CH:12][CH:13]=1)[C:14]1[CH:15]=[CH:16][CH:17]=[CH:18][CH:19]=1)=[O:4], predict the reactants needed to synthesize it. The reactants are: [CH3:1][O:2][C:3]([NH:5][C@H:6]([C:20]([NH:22][CH2:23][C:24]([F:52])([F:51])[CH2:25][CH2:26][C@@H:27]([C:48](O)=[O:49])[N:28]([S:36]([C:39]1[CH:47]=[CH:46][C:42]2[N:43]=[CH:44][S:45][C:41]=2[CH:40]=1)(=[O:38])=[O:37])[CH2:29][CH:30]1[CH2:33][C:32]([F:35])([F:34])[CH2:31]1)=[O:21])[CH:7]([C:14]1[CH:19]=[CH:18][CH:17]=[CH:16][CH:15]=1)[C:8]1[CH:13]=[CH:12][CH:11]=[CH:10][CH:9]=1)=[O:4].O[N:54]1C2C=CC=CC=2N=N1.[Cl-].[NH4+].CN(C(ON1N=NC2C=CC=NC1=2)=[N+](C)C)C.F[P-](F)(F)(F)(F)F.C(N(CC)C(C)C)(C)C. (2) Given the product [NH:20]1[CH2:24][CH2:23][C@H:22]([OH:25])[CH2:21]1.[CH3:12][C:2]1[CH:3]=[CH:4][C:5]([S:8]([O-:11])(=[O:10])=[O:9])=[CH:6][CH:7]=1, predict the reactants needed to synthesize it. The reactants are: O.[C:2]1([CH3:12])[CH:7]=[CH:6][C:5]([S:8]([OH:11])(=[O:10])=[O:9])=[CH:4][CH:3]=1.C([N:20]1[CH2:24][CH2:23][C@H:22]([OH:25])[CH2:21]1)(OC(C)(C)C)=O. (3) The reactants are: [CH2:1]([N:3]1[CH:7]=[C:6]([OH:8])[CH:5]=[N:4]1)[CH3:2].Cl[C:10]1[N:11]=[C:12]([OH:20])[C:13]2[CH:19]=[CH:18][N:17]=[CH:16][C:14]=2[N:15]=1. Given the product [CH2:1]([N:3]1[CH:7]=[C:6]([O:8][C:10]2[N:11]=[C:12]([OH:20])[C:13]3[CH:19]=[CH:18][N:17]=[CH:16][C:14]=3[N:15]=2)[CH:5]=[N:4]1)[CH3:2], predict the reactants needed to synthesize it. (4) Given the product [CH3:28][O:27][CH2:34][NH:29][C:21]([C:10]1[C:9]([CH3:24])=[C:8]([C:5]2[CH:6]=[CH:7][C:2]([Cl:1])=[CH:3][CH:4]=2)[N:12]([C:13]2[CH:18]=[CH:17][C:16]([Cl:19])=[CH:15][C:14]=2[Cl:20])[N:11]=1)=[O:22], predict the reactants needed to synthesize it. The reactants are: [Cl:1][C:2]1[CH:7]=[CH:6][C:5]([C:8]2[N:12]([C:13]3[CH:18]=[CH:17][C:16]([Cl:19])=[CH:15][C:14]=3[Cl:20])[N:11]=[C:10]([C:21](Cl)=[O:22])[C:9]=2[CH3:24])=[CH:4][CH:3]=1.CN[O:27][CH3:28].[N:29]1[CH:34]=CC=CC=1.O. (5) Given the product [Cl:1][C:2]1[CH:3]=[C:4]([C:5]2[N:6]=[C:27]([C@@H:23]([N:14]3[C:15](=[O:22])[C:16]4[C:21](=[CH:20][CH:19]=[CH:18][CH:17]=4)[C:13]3=[O:12])[CH3:24])[O:8][N:7]=2)[CH:9]=[CH:10][CH:11]=1, predict the reactants needed to synthesize it. The reactants are: [Cl:1][C:2]1[CH:3]=[C:4]([CH:9]=[CH:10][CH:11]=1)/[C:5](=[N:7]/[OH:8])/[NH2:6].[O:12]=[C:13]1[C:21]2[C:16](=[CH:17][CH:18]=[CH:19][CH:20]=2)[C:15](=[O:22])[N:14]1[C@@H:23]([CH3:27])[C:24](O)=O.C(=NC1CCCCC1)=NC1CCCCC1. (6) The reactants are: [C:1]([C:3]1[CH:11]=[CH:10][C:9]2[NH:8][C:7]3[CH2:12][CH:13]([NH:15][C:16](=[O:20])[CH:17]([CH3:19])[CH3:18])[CH2:14][C:6]=3[C:5]=2[CH:4]=1)#[N:2].[OH-:21].[Na+].[CH3:23]O. Given the product [CH3:23][O:21][N:2]=[CH:1][C:3]1[CH:11]=[CH:10][C:9]2[NH:8][C:7]3[CH2:12][CH:13]([NH:15][C:16](=[O:20])[CH:17]([CH3:18])[CH3:19])[CH2:14][C:6]=3[C:5]=2[CH:4]=1, predict the reactants needed to synthesize it. (7) Given the product [C:1]([O:5][C:6]([N:8]1[CH2:13][CH2:12][CH:11]([CH2:14][CH2:15][O:16][S:17]([CH3:18])(=[O:20])=[O:19])[CH2:10][CH2:9]1)=[O:7])([CH3:4])([CH3:3])[CH3:2], predict the reactants needed to synthesize it. The reactants are: [C:1]([O:5][C:6]([N:8]1[CH2:13][CH2:12][CH:11]([CH2:14][CH2:15][OH:16])[CH2:10][CH2:9]1)=[O:7])([CH3:4])([CH3:3])[CH3:2].[S:17]([O-])(=[O:20])(=[O:19])[CH3:18]. (8) Given the product [CH2:6]([NH:13][CH2:14][CH:15]([CH2:16][OH:17])[CH:20]([C:22]1[CH:27]=[CH:26][C:25]([F:28])=[C:24]([Cl:29])[CH:23]=1)[OH:21])[C:7]1[CH:12]=[CH:11][CH:10]=[CH:9][CH:8]=1, predict the reactants needed to synthesize it. The reactants are: [Cl-].[Ca+2].[Cl-].[BH4-].[Na+].[CH2:6]([NH:13][CH2:14][CH:15]([CH:20]([C:22]1[CH:27]=[CH:26][C:25]([F:28])=[C:24]([Cl:29])[CH:23]=1)[OH:21])[C:16](OC)=[O:17])[C:7]1[CH:12]=[CH:11][CH:10]=[CH:9][CH:8]=1.Cl.[OH-].[Na+].